This data is from NCI-60 drug combinations with 297,098 pairs across 59 cell lines. The task is: Regression. Given two drug SMILES strings and cell line genomic features, predict the synergy score measuring deviation from expected non-interaction effect. (1) Drug 1: C1=CC=C(C(=C1)C(C2=CC=C(C=C2)Cl)C(Cl)Cl)Cl. Drug 2: CN1C2=C(C=C(C=C2)N(CCCl)CCCl)N=C1CCCC(=O)O.Cl. Cell line: SK-MEL-5. Synergy scores: CSS=3.19, Synergy_ZIP=1.33, Synergy_Bliss=4.71, Synergy_Loewe=1.88, Synergy_HSA=0.861. (2) Drug 1: CC1=C(C=C(C=C1)NC2=NC=CC(=N2)N(C)C3=CC4=NN(C(=C4C=C3)C)C)S(=O)(=O)N.Cl. Drug 2: C1CN(P(=O)(OC1)NCCCl)CCCl. Cell line: KM12. Synergy scores: CSS=7.07, Synergy_ZIP=0.0332, Synergy_Bliss=4.04, Synergy_Loewe=1.01, Synergy_HSA=3.32. (3) Drug 1: C1=CC(=CC=C1CCCC(=O)O)N(CCCl)CCCl. Drug 2: CC1C(C(=O)NC(C(=O)N2CCCC2C(=O)N(CC(=O)N(C(C(=O)O1)C(C)C)C)C)C(C)C)NC(=O)C3=C4C(=C(C=C3)C)OC5=C(C(=O)C(=C(C5=N4)C(=O)NC6C(OC(=O)C(N(C(=O)CN(C(=O)C7CCCN7C(=O)C(NC6=O)C(C)C)C)C)C(C)C)C)N)C. Cell line: MDA-MB-435. Synergy scores: CSS=-1.74, Synergy_ZIP=0.918, Synergy_Bliss=0.225, Synergy_Loewe=-0.677, Synergy_HSA=-0.249. (4) Drug 1: CC1=C2C(C(=O)C3(C(CC4C(C3C(C(C2(C)C)(CC1OC(=O)C(C(C5=CC=CC=C5)NC(=O)OC(C)(C)C)O)O)OC(=O)C6=CC=CC=C6)(CO4)OC(=O)C)OC)C)OC. Drug 2: CN(C)C1=NC(=NC(=N1)N(C)C)N(C)C. Cell line: SF-295. Synergy scores: CSS=40.4, Synergy_ZIP=-9.76, Synergy_Bliss=-7.85, Synergy_Loewe=-25.0, Synergy_HSA=-6.19.